Dataset: Full USPTO retrosynthesis dataset with 1.9M reactions from patents (1976-2016). Task: Predict the reactants needed to synthesize the given product. (1) Given the product [F:26][C:22]1[CH:21]=[C:20]([CH:19]2[CH2:18][CH2:17][N:16]([C:27]([O:29][C:30]([CH3:33])([CH3:31])[CH3:32])=[O:28])[CH2:15][CH:14]2[NH:13][C:11]([C:8]2[CH:9]=[C:10]3[C:5](=[CH:6][CH:7]=2)[N:4]([C:34]([C:41]2[CH:46]=[CH:45][CH:44]=[CH:43][CH:42]=2)([C:47]2[CH:48]=[CH:49][CH:50]=[CH:51][CH:52]=2)[C:35]2[CH:36]=[CH:37][CH:38]=[CH:39][CH:40]=2)[N:3]=[C:2]3[C:56]2[CH:57]=[CH:58][N:53]=[CH:54][CH:55]=2)=[O:12])[CH:25]=[CH:24][CH:23]=1, predict the reactants needed to synthesize it. The reactants are: Br[C:2]1[C:10]2[C:5](=[CH:6][CH:7]=[C:8]([C:11]([NH:13][CH:14]3[CH:19]([C:20]4[CH:25]=[CH:24][CH:23]=[C:22]([F:26])[CH:21]=4)[CH2:18][CH2:17][N:16]([C:27]([O:29][C:30]([CH3:33])([CH3:32])[CH3:31])=[O:28])[CH2:15]3)=[O:12])[CH:9]=2)[N:4]([C:34]([C:47]2[CH:52]=[CH:51][CH:50]=[CH:49][CH:48]=2)([C:41]2[CH:46]=[CH:45][CH:44]=[CH:43][CH:42]=2)[C:35]2[CH:40]=[CH:39][CH:38]=[CH:37][CH:36]=2)[N:3]=1.[N:53]1[CH:58]=[CH:57][C:56](B(O)O)=[CH:55][CH:54]=1. (2) Given the product [N:10]1([C:2]2[CH:9]=[CH:8][C:5]([C:6]#[N:7])=[CH:4][CH:3]=2)[CH:14]=[CH:13][N:12]=[CH:11]1, predict the reactants needed to synthesize it. The reactants are: F[C:2]1[CH:9]=[CH:8][C:5]([C:6]#[N:7])=[CH:4][CH:3]=1.[NH:10]1[CH:14]=[CH:13][N:12]=[C:11]1[Na]. (3) Given the product [CH3:13][C:14]1[N:15]=[C:16]([NH:19][C:20]2[CH:25]=[C:24]([O:26][C:27]3[CH:28]=[C:29]([CH:35]=[CH:36][CH:37]=3)[O:30][CH2:31][CH2:32][OH:33])[CH:23]=[CH:22][N:21]=2)[S:17][CH:18]=1, predict the reactants needed to synthesize it. The reactants are: [H-].[Al+3].[Li+].[H-].[H-].[H-].C1COCC1.Cl.[CH3:13][C:14]1[N:15]=[C:16]([NH:19][C:20]2[CH:25]=[C:24]([O:26][C:27]3[CH:28]=[C:29]([CH:35]=[CH:36][CH:37]=3)[O:30][CH2:31][C:32](O)=[O:33])[CH:23]=[CH:22][N:21]=2)[S:17][CH:18]=1.Cl. (4) Given the product [NH2:1][C:2]1[C:3]2[C:10]([C:11]3[CH:12]=[CH:13][C:14]([CH3:17])=[CH:15][CH:16]=3)=[C:9](/[CH:18]=[CH:19]/[C:20]#[N:21])[N:8]([CH2:22][CH2:23][CH2:24][OH:25])[C:4]=2[N:5]=[CH:6][N:7]=1.[NH2:1][C:2]1[C:3]2[C:10]([C:11]3[CH:12]=[CH:13][C:14]([CH3:17])=[CH:15][CH:16]=3)=[C:9](/[CH:18]=[CH:19]\[C:20]#[N:21])[N:8]([CH2:22][CH2:23][CH2:24][OH:25])[C:4]=2[N:5]=[CH:6][N:7]=1, predict the reactants needed to synthesize it. The reactants are: [NH2:1][C:2]1[C:3]2[C:10]([C:11]3[CH:16]=[CH:15][C:14]([CH3:17])=[CH:13][CH:12]=3)=[C:9]([CH:18]=[CH:19][C:20]#[N:21])[N:8]([CH2:22][CH2:23][CH2:24][OH:25])[C:4]=2[N:5]=[CH:6][N:7]=1.C(O)(C(F)(F)F)=O. (5) The reactants are: [OH:1][CH2:2][CH2:3][N:4]1[CH2:9][CH2:8][C@H:7]([NH:10][C:11](=[O:17])[O:12][C:13]([CH3:16])([CH3:15])[CH3:14])[C@H:6]([O:18][CH3:19])[CH2:5]1.C(N(CC)CC)C.[CH3:27][S:28](Cl)(=[O:30])=[O:29]. Given the product [CH3:27][S:28]([O:1][CH2:2][CH2:3][N:4]1[CH2:9][CH2:8][C@H:7]([NH:10][C:11]([O:12][C:13]([CH3:14])([CH3:15])[CH3:16])=[O:17])[C@H:6]([O:18][CH3:19])[CH2:5]1)(=[O:30])=[O:29], predict the reactants needed to synthesize it. (6) Given the product [NH2:4][CH2:5][CH:6]1[CH2:11][CH2:10][CH:9]([CH2:12][CH2:13][C:14]([OH:16])=[O:15])[CH2:8][CH2:7]1, predict the reactants needed to synthesize it. The reactants are: C([NH:4][CH2:5][CH:6]1[CH2:11][CH2:10][CH:9]([CH2:12][CH2:13][C:14]([OH:16])=[O:15])[CH2:8][CH2:7]1)(=O)C.Cl.